From a dataset of Full USPTO retrosynthesis dataset with 1.9M reactions from patents (1976-2016). Predict the reactants needed to synthesize the given product. Given the product [CH2:19]([O:16][CH:12]([CH2:13][CH:14]=[CH2:15])[CH2:11][O:10][CH2:3][C:4]1[CH:9]=[CH:8][CH:7]=[CH:6][CH:5]=1)[CH:18]=[CH2:17], predict the reactants needed to synthesize it. The reactants are: [H-].[Na+].[CH2:3]([O:10][CH2:11][CH:12]([OH:16])[CH2:13][CH:14]=[CH2:15])[C:4]1[CH:9]=[CH:8][CH:7]=[CH:6][CH:5]=1.[CH2:17](Br)[CH:18]=[CH2:19].